Dataset: Reaction yield outcomes from USPTO patents with 853,638 reactions. Task: Predict the reaction yield, written as a fraction of the theoretical maximum amount of product (1.0 means a 100% yield; for example, 0.34 means a 34% yield). (1) The reactants are [CH3:1][O:2][C:3](=[O:22])[CH:4]([C:11]1[CH:16]=[CH:15][C:14]([S:17]([CH3:20])(=[O:19])=[O:18])=[C:13](Br)[CH:12]=1)[CH2:5][CH:6]1[CH2:10][CH2:9][CH2:8][CH2:7]1.[Cu][C:24]#[N:25]. The catalyst is CN(C)C=O. The product is [CH3:1][O:2][C:3](=[O:22])[CH:4]([C:11]1[CH:16]=[CH:15][C:14]([S:17]([CH3:20])(=[O:19])=[O:18])=[C:13]([C:24]#[N:25])[CH:12]=1)[CH2:5][CH:6]1[CH2:10][CH2:9][CH2:8][CH2:7]1. The yield is 0.760. (2) The reactants are Br[C:2]1[N:3]=[C:4]([NH:10][C:11]2[CH:16]=[CH:15][N:14]3[CH:17]=[CH:18][N:19]=[C:13]3[CH:12]=2)[C:5](=[O:9])[N:6]([CH3:8])[CH:7]=1.CC1(C)C(C)(C)[O:24][B:23](B2OC(C)(C)C(C)(C)O2)[O:22]1.C([O-])([O-])=O.[Cs+].[Cs+]. The catalyst is C1C=CC(P(C2C=CC=CC=2)[C-]2C=CC=C2)=CC=1.C1C=CC(P(C2C=CC=CC=2)[C-]2C=CC=C2)=CC=1.Cl[Pd]Cl.[Fe+2].O1CCOCC1. The product is [N:19]1[CH:18]=[CH:17][N:14]2[CH:15]=[CH:16][C:11]([NH:10][C:4]3[C:5](=[O:9])[N:6]([CH3:8])[CH:7]=[C:2]([B:23]([OH:24])[OH:22])[N:3]=3)=[CH:12][C:13]=12. The yield is 0.700. (3) The reactants are [F:1][C:2]1[CH:7]=[CH:6][C:5]([Mg]Br)=[CH:4][CH:3]=1.[NH2:10][C:11]1[CH:18]=[CH:17][C:16]([Cl:19])=[CH:15][C:12]=1[C:13]#N.C1C[O:23]CC1. No catalyst specified. The product is [NH2:10][C:11]1[CH:18]=[CH:17][C:16]([Cl:19])=[CH:15][C:12]=1[C:13]([C:5]1[CH:6]=[CH:7][C:2]([F:1])=[CH:3][CH:4]=1)=[O:23]. The yield is 0.804. (4) The reactants are [N:1]([CH2:4][CH2:5][NH:6]C(=O)CCCCCCCCCCCCC)=[N+:2]=[N-:3].[F:22][C:23]1[CH:24]=[C:25]([CH:29]=[C:30]([F:32])[CH:31]=1)[C:26](Cl)=[O:27].N(CCN)=[N+]=[N-].C(N(CC)CC)C. The catalyst is ClCCl. The product is [N:1]([CH2:4][CH2:5][NH:6][C:26](=[O:27])[C:25]1[CH:24]=[C:23]([F:22])[CH:31]=[C:30]([F:32])[CH:29]=1)=[N+:2]=[N-:3]. The yield is 0.590. (5) The reactants are Cl.[F:2][C:3]([F:29])([F:28])[C:4]1[CH:5]=[C:6]([CH:21]=[C:22]([C:24]([F:27])([F:26])[F:25])[CH:23]=1)[CH2:7][O:8][C@H:9]1[CH2:14][CH2:13][NH:12][CH2:11][C@H:10]1[C:15]1[CH:20]=[CH:19][CH:18]=[CH:17][CH:16]=1.Br[CH2:31][C:32]([O:34][CH2:35][CH3:36])=[O:33]. No catalyst specified. The product is [CH2:35]([O:34][C:32](=[O:33])[CH2:31][N:12]1[CH2:13][CH2:14][C@H:9]([O:8][CH2:7][C:6]2[CH:21]=[C:22]([C:24]([F:27])([F:25])[F:26])[CH:23]=[C:4]([C:3]([F:2])([F:28])[F:29])[CH:5]=2)[C@H:10]([C:15]2[CH:16]=[CH:17][CH:18]=[CH:19][CH:20]=2)[CH2:11]1)[CH3:36]. The yield is 0.420. (6) The reactants are [CH3:1][O:2][C:3]1[C:11]([CH3:12])=[CH:10][CH:9]=[C:8]2[C:4]=1[CH2:5][CH:6]([O:14][C:15]1[CH:20]=[CH:19][C:18]([N+:21]([O-:23])=[O:22])=[CH:17][CH:16]=1)[C:7]2=O.C([SiH](CC)CC)C.FC(F)(F)C(O)=O.C(=O)(O)[O-].[Na+]. No catalyst specified. The product is [CH3:1][O:2][C:3]1[C:11]([CH3:12])=[CH:10][CH:9]=[C:8]2[C:4]=1[CH2:5][CH:6]([O:14][C:15]1[CH:20]=[CH:19][C:18]([N+:21]([O-:23])=[O:22])=[CH:17][CH:16]=1)[CH2:7]2. The yield is 0.697. (7) The reactants are Br[C:2]1[CH:7]=[C:6]([C:8]2[N:13]=[CH:12][CH:11]=[CH:10][N:9]=2)[C:5]([NH2:14])=[C:4]([N+:15]([O-:17])=[O:16])[CH:3]=1.[B:18]1([B:18]2[O:22][C:21]([CH3:24])([CH3:23])[C:20]([CH3:26])([CH3:25])[O:19]2)[O:22][C:21]([CH3:24])([CH3:23])[C:20]([CH3:26])([CH3:25])[O:19]1.CC([O-])=O.[K+]. The catalyst is O1CCOCC1. The product is [N+:15]([C:4]1[CH:3]=[C:2]([B:18]2[O:22][C:21]([CH3:24])([CH3:23])[C:20]([CH3:26])([CH3:25])[O:19]2)[CH:7]=[C:6]([C:8]2[N:13]=[CH:12][CH:11]=[CH:10][N:9]=2)[C:5]=1[NH2:14])([O-:17])=[O:16]. The yield is 0.980. (8) The reactants are [C:1]1([C:7]#[CH:8])[CH:6]=[CH:5][CH:4]=[CH:3][CH:2]=1.C([Li])CCC.C[Si](C)(C(C)(C)C)[O:16][C:17]1[CH:18]=[CH:19][C:20]2[C:21](=O)[C:22]3[C:27]([O:28][C:29]=2[CH:30]=1)=[CH:26][C:25]([O:31][Si](C)(C)C(C)(C)C)=[CH:24][CH:23]=3.F.F.F.C(N(CC)CC)C. The catalyst is C1(C)C=CC=CC=1. The product is [C:1]1([C:7]#[C:8][CH:21]2[C:22]3[CH:23]=[CH:24][C:25]([OH:31])=[CH:26][C:27]=3[O:28][C:29]3[C:20]2=[CH:19][CH:18]=[C:17]([OH:16])[CH:30]=3)[CH:6]=[CH:5][CH:4]=[CH:3][CH:2]=1. The yield is 0.700.